This data is from Peptide-MHC class I binding affinity with 185,985 pairs from IEDB/IMGT. The task is: Regression. Given a peptide amino acid sequence and an MHC pseudo amino acid sequence, predict their binding affinity value. This is MHC class I binding data. (1) The peptide sequence is LYLQMNSL. The binding affinity (normalized) is 0.0284. The MHC is HLA-A01:01 with pseudo-sequence HLA-A01:01. (2) The peptide sequence is LAAPCRNAL. The MHC is HLA-B35:01 with pseudo-sequence HLA-B35:01. The binding affinity (normalized) is 0.699. (3) The peptide sequence is ALIFILLTA. The MHC is HLA-A02:01 with pseudo-sequence HLA-A02:01. The binding affinity (normalized) is 0.404. (4) The binding affinity (normalized) is 0.210. The MHC is HLA-B27:05 with pseudo-sequence HLA-B27:05. The peptide sequence is RVVLQSKELL. (5) The peptide sequence is RCHDHYLCRH. The MHC is HLA-A33:01 with pseudo-sequence HLA-A33:01. The binding affinity (normalized) is 0.